From a dataset of Forward reaction prediction with 1.9M reactions from USPTO patents (1976-2016). Predict the product of the given reaction. Given the reactants [F:1][C:2]1[CH:3]=[C:4]([CH:9]2[CH2:14][CH2:13][N:12]([C:15]([O:17][CH2:18][C:19]3[CH:24]=[CH:23][CH:22]=[CH:21][CH:20]=3)=[O:16])[CH2:11][CH:10]2[C:25]([O:27]C)=[O:26])[CH:5]=[CH:6][C:7]=1[CH3:8].[Li+].[OH-].C(O)(=O)C, predict the reaction product. The product is: [CH2:18]([O:17][C:15]([N:12]1[CH2:13][CH2:14][CH:9]([C:4]2[CH:5]=[CH:6][C:7]([CH3:8])=[C:2]([F:1])[CH:3]=2)[CH:10]([C:25]([OH:27])=[O:26])[CH2:11]1)=[O:16])[C:19]1[CH:24]=[CH:23][CH:22]=[CH:21][CH:20]=1.